From a dataset of Reaction yield outcomes from USPTO patents with 853,638 reactions. Predict the reaction yield, written as a fraction of the theoretical maximum amount of product (1.0 means a 100% yield; for example, 0.34 means a 34% yield). The product is [F:19][C:20]1[CH:25]=[C:24]([F:26])[CH:23]=[CH:22][C:21]=1[N:1]1[C:9]2[CH:8]=[CH:7][CH:6]=[C:5]([NH2:10])[C:4]=2[CH:3]=[N:2]1. The catalyst is [Cu]I.O1CCOCC1. The reactants are [NH:1]1[C:9]2[CH:8]=[CH:7][CH:6]=[C:5]([NH2:10])[C:4]=2[CH:3]=[N:2]1.[O-]P([O-])([O-])=O.[K+].[K+].[K+].[F:19][C:20]1[CH:25]=[C:24]([F:26])[CH:23]=[CH:22][C:21]=1I.CN[C@@H]1CCCC[C@H]1NC. The yield is 0.960.